Dataset: Catalyst prediction with 721,799 reactions and 888 catalyst types from USPTO. Task: Predict which catalyst facilitates the given reaction. (1) The catalyst class is: 314. Reactant: [Cl:1][C:2]1[CH:7]=[CH:6][C:5]([S:8]([NH:11][CH3:12])(=[O:10])=[O:9])=[CH:4][C:3]=1[N+:13]([O-])=O.[NH4+].[Cl-]. Product: [NH2:13][C:3]1[CH:4]=[C:5]([S:8]([NH:11][CH3:12])(=[O:9])=[O:10])[CH:6]=[CH:7][C:2]=1[Cl:1]. (2) Reactant: [C:1]([C:3]1[CH:9]=[CH:8][C:6]([NH2:7])=[CH:5][CH:4]=1)#[N:2].Cl.[N:11](OS(=O)(=O)O)=O.[Br:18][C:19]1[CH:24]=[CH:23][CH:22]=[CH:21][C:20]=1[OH:25].[OH-].[Na+]. Product: [OH:25][C:20]1[CH:21]=[CH:22][C:23]([N:11]=[N:7][C:6]2[CH:8]=[CH:9][C:3]([C:1]#[N:2])=[CH:4][CH:5]=2)=[CH:24][C:19]=1[Br:18]. The catalyst class is: 72. (3) Reactant: [Cl:1][C:2]1[CH:7]=[CH:6][CH:5]=[C:4]([Cl:8])[C:3]=1[NH:9][C:10]([NH:12][C:13]1[S:14][C:15]([CH2:21][C:22]2[CH:27]=[CH:26][CH:25]=[CH:24][CH:23]=2)=[CH:16][C:17]=1[C:18](O)=[O:19])=[O:11].CN(C(ON1N=NC2C=CC=NC1=2)=[N+](C)C)C.F[P-](F)(F)(F)(F)F.CCN(C(C)C)C(C)C.Cl.[NH2:62][C@@H:63]([CH:68]1[CH2:73][CH2:72][CH2:71][CH2:70][CH2:69]1)[C:64]([O:66][CH3:67])=[O:65]. Product: [CH:68]1([C@H:63]([NH:62][C:18]([C:17]2[CH:16]=[C:15]([CH2:21][C:22]3[CH:27]=[CH:26][CH:25]=[CH:24][CH:23]=3)[S:14][C:13]=2[NH:12][C:10]([NH:9][C:3]2[C:2]([Cl:1])=[CH:7][CH:6]=[CH:5][C:4]=2[Cl:8])=[O:11])=[O:19])[C:64]([O:66][CH3:67])=[O:65])[CH2:73][CH2:72][CH2:71][CH2:70][CH2:69]1. The catalyst class is: 3. (4) Reactant: [Cl:1][C:2]1[CH:11]=[CH:10][C:9]([O:12][CH3:13])=[CH:8][C:3]=1[NH:4][CH2:5][CH2:6][F:7].C[Si](C)(C)[N-][Si](C)(C)C.[K+].Br[CH:25]1[CH2:30][CH2:29][CH2:28][CH:27]([C:31]([O:33][CH2:34][CH3:35])=[O:32])[C:26]1=[O:36].Cl. Product: [Cl:1][C:2]1[CH:11]=[CH:10][C:9]([O:12][CH3:13])=[CH:8][C:3]=1[N:4]([CH2:5][CH2:6][F:7])[CH:25]1[CH2:30][CH2:29][CH2:28][CH:27]([C:31]([O:33][CH2:34][CH3:35])=[O:32])[C:26]1=[O:36]. The catalyst class is: 1. (5) Reactant: C(OC(=O)[NH:7][C@H:8]([CH2:13][N:14]([C:22]([C@@H:24]1[CH2:26][C@H:25]1[C:27]1[CH:32]=[CH:31][C:30]([F:33])=[CH:29][N:28]=1)=[O:23])[C:15]1[CH:20]=[CH:19][C:18]([OH:21])=[CH:17][CH:16]=1)[C@@H:9]([CH3:12])[CH2:10][CH3:11])(C)(C)C.C([O-])([O-])=O.[K+].[K+].[CH:41]1([CH2:45]Br)[CH2:44][CH2:43][CH2:42]1. Product: [NH2:7][C@@H:8]([C@@H:9]([CH3:12])[CH2:10][CH3:11])[CH2:13][N:14]([C:15]1[CH:16]=[CH:17][C:18]([O:21][CH2:45][CH:41]2[CH2:44][CH2:43][CH2:42]2)=[CH:19][CH:20]=1)[C:22]([C@@H:24]1[CH2:26][C@H:25]1[C:27]1[CH:32]=[CH:31][C:30]([F:33])=[CH:29][N:28]=1)=[O:23]. The catalyst class is: 3.